From a dataset of Catalyst prediction with 721,799 reactions and 888 catalyst types from USPTO. Predict which catalyst facilitates the given reaction. (1) Reactant: [Cl:1][C:2]1[CH:3]=[C:4]([C:8]#[C:9][CH:10]=O)[CH:5]=[CH:6][CH:7]=1.Cl.[NH2:13][OH:14].CCO. Product: [Cl:1][C:2]1[CH:3]=[C:4]([C:8]#[C:9][CH:10]=[N:13][OH:14])[CH:5]=[CH:6][CH:7]=1. The catalyst class is: 6. (2) Reactant: [F:1][C:2]1[CH:7]=[C:6]([CH:8]2[CH2:13][CH2:12][CH:11]([CH2:14][CH2:15][CH2:16][CH2:17][CH3:18])[CH2:10][CH2:9]2)[CH:5]=[CH:4][C:3]=1[CH:19]1[CH2:24][CH2:23][CH:22]([CH:25]2[CH2:34][CH2:33][C:28]3(OCC[O:29]3)[CH2:27][CH2:26]2)[CH2:21][CH2:20]1.C(O)=O.O. Product: [F:1][C:2]1[CH:7]=[C:6]([CH:8]2[CH2:13][CH2:12][CH:11]([CH2:14][CH2:15][CH2:16][CH2:17][CH3:18])[CH2:10][CH2:9]2)[CH:5]=[CH:4][C:3]=1[CH:19]1[CH2:24][CH2:23][CH:22]([CH:25]2[CH2:26][CH2:27][C:28](=[O:29])[CH2:33][CH2:34]2)[CH2:21][CH2:20]1. The catalyst class is: 11. (3) Reactant: [CH3:1][C:2]1[CH:7]=[CH:6][C:5]([C:8]2[N:9]=[C:10]3[C:16]4[CH:17]=[CH:18][CH:19]=[CH:20][C:15]=4[NH:14][C:13]4[N:21]=[CH:22][CH:23]=[CH:24][C:12]=4[N:11]3[C:25]=2[C:26]2[CH:31]=[CH:30][C:29]([C:32]3([NH:36][C:37](=[O:43])[O:38][C:39]([CH3:42])([CH3:41])[CH3:40])[CH2:35][CH2:34][CH2:33]3)=[CH:28][CH:27]=2)=[CH:4][C:3]=1[N+:44]([O-])=O. Product: [NH2:44][C:3]1[CH:4]=[C:5]([C:8]2[N:9]=[C:10]3[C:16]4[CH:17]=[CH:18][CH:19]=[CH:20][C:15]=4[NH:14][C:13]4[N:21]=[CH:22][CH:23]=[CH:24][C:12]=4[N:11]3[C:25]=2[C:26]2[CH:31]=[CH:30][C:29]([C:32]3([NH:36][C:37](=[O:43])[O:38][C:39]([CH3:41])([CH3:40])[CH3:42])[CH2:33][CH2:34][CH2:35]3)=[CH:28][CH:27]=2)[CH:6]=[CH:7][C:2]=1[CH3:1]. The catalyst class is: 19. (4) Reactant: [C:1]([O:5][C:6]([NH:8][CH2:9][CH:10]([C:19]1[CH:24]=[C:23]([OH:25])[CH:22]=[CH:21][C:20]=1[CH3:26])[CH2:11][C:12]([O:14][C:15]([CH3:18])([CH3:17])[CH3:16])=[O:13])=[O:7])([CH3:4])([CH3:3])[CH3:2].[Cl:27][CH2:28][CH2:29][N:30]([CH2:34][CH2:35][Cl:36])[C:31](Cl)=[O:32]. Product: [Cl:27][CH2:28][CH2:29][N:30]([CH2:34][CH2:35][Cl:36])[C:31]([O:25][C:23]1[CH:22]=[CH:21][C:20]([CH3:26])=[C:19]([CH:10]([CH2:9][NH:8][C:6]([O:5][C:1]([CH3:2])([CH3:3])[CH3:4])=[O:7])[CH2:11][C:12]([O:14][C:15]([CH3:16])([CH3:17])[CH3:18])=[O:13])[CH:24]=1)=[O:32]. The catalyst class is: 17.